Dataset: Full USPTO retrosynthesis dataset with 1.9M reactions from patents (1976-2016). Task: Predict the reactants needed to synthesize the given product. (1) Given the product [C:20]1([CH2:26][CH2:27][CH2:28][C:29]([NH:19][S:16]([CH2:15][C:11]2[CH:12]=[CH:13][CH:14]=[C:9]([C:7]3[S:8][C:4]([C:1](=[O:3])[CH3:2])=[CH:5][CH:6]=3)[CH:10]=2)(=[O:17])=[O:18])=[O:30])[CH:25]=[CH:24][CH:23]=[CH:22][CH:21]=1, predict the reactants needed to synthesize it. The reactants are: [C:1]([C:4]1[S:8][C:7]([C:9]2[CH:10]=[C:11]([CH2:15][S:16]([NH2:19])(=[O:18])=[O:17])[CH:12]=[CH:13][CH:14]=2)=[CH:6][CH:5]=1)(=[O:3])[CH3:2].[C:20]1([CH2:26][CH2:27][CH2:28][C:29](O)=[O:30])[CH:25]=[CH:24][CH:23]=[CH:22][CH:21]=1. (2) Given the product [F:46][C:47]1[CH:52]=[CH:51][CH:50]=[CH:49][C:48]=1[C:2]1[NH:3][CH:4]=[C:5]2[C:11](=[O:12])[CH2:10][CH2:9][CH2:8][CH2:7][C:6]=12, predict the reactants needed to synthesize it. The reactants are: Br[C:2]1[NH:3][CH:4]=[C:5]2[C:11](=[O:12])[CH2:10][CH2:9][CH2:8][CH2:7][C:6]=12.COC1C=CC=CC=1P(C1C=CC=CC=1OC)C1C=CC=CC=1OC.[O-]P([O-])([O-])=O.[K+].[K+].[K+].[F:46][C:47]1[CH:52]=[CH:51][CH:50]=[CH:49][C:48]=1OB(O)O. (3) Given the product [O-:26][P:25]([O:28][P:29]([O-:32])([O-:31])=[O:30])(=[O:24])[O-:27].[CH3:1][C:2]1[N+:6]([CH2:7][C:8]2[C:13]([NH2:14])=[N:12][C:11]([CH3:15])=[N:10][CH:9]=2)=[CH:5][S:4][C:3]=1[CH2:16][CH2:17][O:18][P:19]([OH:22])([OH:21])=[O:20], predict the reactants needed to synthesize it. The reactants are: [CH3:1][C:2]1[N+:6]([CH2:7][C:8]2[CH:9]=[N:10][C:11]([CH3:15])=[N:12][C:13]=2[NH2:14])=[CH:5][S:4][C:3]=1[CH2:16][CH2:17][OH:18].[P:19]([O-])([O-:22])([O-:21])=[O:20].[OH:24][P:25]([O:28][P:29]([OH:32])([OH:31])=[O:30])(=[O:27])[OH:26].CC1N=C(N)C(CO)=CN=1.CC1N=CSC=1CCOP(O)(O)=O. (4) Given the product [NH:8]1[CH2:13][CH2:12][CH2:11][CH:10]([NH:14][C:15]2[CH:16]=[C:17]([C:21]3[CH:26]=[CH:25][N:24]=[C:23]([NH:28][CH2:29][CH2:30][C:31]4[CH:36]=[CH:35][C:34]([OH:37])=[CH:33][CH:32]=4)[N:22]=3)[CH:18]=[CH:19][CH:20]=2)[CH2:9]1, predict the reactants needed to synthesize it. The reactants are: C(OC([N:8]1[CH2:13][CH2:12][CH2:11][CH:10]([NH:14][C:15]2[CH:20]=[CH:19][CH:18]=[C:17]([C:21]3[CH:26]=[CH:25][N:24]=[C:23](Cl)[N:22]=3)[CH:16]=2)[CH2:9]1)=O)(C)(C)C.[NH2:28][CH2:29][CH2:30][C:31]1[CH:36]=[CH:35][C:34]([OH:37])=[CH:33][CH:32]=1. (5) Given the product [Cl:31][C:32]1[CH:37]=[CH:36][CH:35]=[C:34]([C:38]([F:40])([F:39])[F:41])[C:33]=1[NH:42][C:43](=[O:66])[NH:44][C:45]1[CH:46]=[CH:47][C:48]([C:51]2[S:55][C:54]([CH:56]3[CH2:57][CH2:58][CH:59]([C:62]([OH:64])=[O:63])[CH2:60][CH2:61]3)=[N:53][CH:52]=2)=[CH:49][CH:50]=1, predict the reactants needed to synthesize it. The reactants are: FC(F)(F)C1C=C(NC(=O)NC2C=CC(C3SC(CCC(O)=O)=NC=3)=CC=2)C=CC=1.[Cl:31][C:32]1[CH:37]=[CH:36][CH:35]=[C:34]([C:38]([F:41])([F:40])[F:39])[C:33]=1[NH:42][C:43](=[O:66])[NH:44][C:45]1[CH:50]=[CH:49][C:48]([C:51]2[S:55][C:54]([CH:56]3[CH2:61][CH2:60][CH:59]([C:62]([O:64]C)=[O:63])[CH2:58][CH2:57]3)=[N:53][CH:52]=2)=[CH:47][CH:46]=1. (6) Given the product [CH3:1][C@@H:2]1[CH2:19][CH2:18][CH2:17][C@H:16]([NH:20][C:21](=[O:27])[O:22][C:23]([CH3:24])([CH3:25])[CH3:26])[C:15]2[CH:28]=[C:11]([CH:12]=[CH:13][N:14]=2)[C:10]2[N:9]=[CH:8][CH:7]=[CH:6][C:5]=2[NH:4][C:3]1=[O:29], predict the reactants needed to synthesize it. The reactants are: [CH3:1][C@H:2]1[C:3](=[O:29])[NH:4][C:5]2[CH:6]=[CH:7][CH:8]=[N:9][C:10]=2[C:11]2[CH:12]=[CH:13][N:14]=[C:15]([CH:28]=2)[C@@H:16]([NH:20][C:21](=[O:27])[O:22][C:23]([CH3:26])([CH3:25])[CH3:24])[CH2:17][CH:18]=[CH:19]1. (7) Given the product [S:7]([OH:11])([OH:10])(=[O:9])=[O:8].[OH:1][CH:2]1[CH2:6][CH2:5][N:4]([C:14]([NH2:16])=[NH:15])[CH2:3]1, predict the reactants needed to synthesize it. The reactants are: [OH:1][CH:2]1[CH2:6][CH2:5][NH:4][CH2:3]1.[S:7]([OH:11])([OH:10])(=[O:9])=[O:8].CS[C:14](=[NH:16])[NH2:15].